Task: Binary Classification. Given a T-cell receptor sequence (or CDR3 region) and an epitope sequence, predict whether binding occurs between them.. Dataset: TCR-epitope binding with 47,182 pairs between 192 epitopes and 23,139 TCRs (1) The epitope is FQPTNGVGY. The TCR CDR3 sequence is CASSPDLGSTEAFF. Result: 0 (the TCR does not bind to the epitope). (2) The epitope is KLWAQCVQL. The TCR CDR3 sequence is CASSLGGDKGGDTQYF. Result: 1 (the TCR binds to the epitope). (3) The epitope is NLVPMVATV. The TCR CDR3 sequence is CASSYSGRSYEQYF. Result: 1 (the TCR binds to the epitope). (4) The epitope is LLFNKVTLA. The TCR CDR3 sequence is CAISEATSGVYNEQFF. Result: 1 (the TCR binds to the epitope). (5) The epitope is KLWAQCVQL. The TCR CDR3 sequence is CASSPTDRVIGSAEQFF. Result: 1 (the TCR binds to the epitope). (6) The epitope is VTEHDTLLY. The TCR CDR3 sequence is CASSADRDRGLDTGELFF. Result: 1 (the TCR binds to the epitope). (7) The epitope is RLRPGGKKR. The TCR CDR3 sequence is CASSQGTGSTDTQYF. Result: 0 (the TCR does not bind to the epitope). (8) The epitope is FVDGVPFVV. The TCR CDR3 sequence is CASSDRLAGELFF. Result: 1 (the TCR binds to the epitope). (9) The epitope is ITEEVGHTDLMAAY. The TCR CDR3 sequence is CASSQAYTTDTQYF. Result: 1 (the TCR binds to the epitope). (10) The epitope is GLCTLVAML. The TCR CDR3 sequence is CASSVNLAGEQFF. Result: 0 (the TCR does not bind to the epitope).